Dataset: NCI-60 drug combinations with 297,098 pairs across 59 cell lines. Task: Regression. Given two drug SMILES strings and cell line genomic features, predict the synergy score measuring deviation from expected non-interaction effect. (1) Drug 1: C1CCC(CC1)NC(=O)N(CCCl)N=O. Drug 2: C1C(C(OC1N2C=C(C(=O)NC2=O)F)CO)O. Cell line: COLO 205. Synergy scores: CSS=49.0, Synergy_ZIP=-3.98, Synergy_Bliss=-3.87, Synergy_Loewe=-3.95, Synergy_HSA=2.84. (2) Drug 1: C1=CC(=C2C(=C1NCCNCCO)C(=O)C3=C(C=CC(=C3C2=O)O)O)NCCNCCO. Drug 2: C1=CC(=CC=C1CCCC(=O)O)N(CCCl)CCCl. Cell line: SK-MEL-28. Synergy scores: CSS=43.4, Synergy_ZIP=-2.61, Synergy_Bliss=-0.363, Synergy_Loewe=-18.8, Synergy_HSA=0.184. (3) Drug 1: C(=O)(N)NO. Drug 2: C1CC(=O)NC(=O)C1N2C(=O)C3=CC=CC=C3C2=O. Cell line: HL-60(TB). Synergy scores: CSS=-3.38, Synergy_ZIP=-2.10, Synergy_Bliss=-3.09, Synergy_Loewe=-8.11, Synergy_HSA=-4.64. (4) Drug 1: CC1=C(C=C(C=C1)NC2=NC=CC(=N2)N(C)C3=CC4=NN(C(=C4C=C3)C)C)S(=O)(=O)N.Cl. Drug 2: C1CC(=O)NC(=O)C1N2C(=O)C3=CC=CC=C3C2=O. Cell line: A498. Synergy scores: CSS=4.46, Synergy_ZIP=3.83, Synergy_Bliss=11.5, Synergy_Loewe=7.76, Synergy_HSA=7.92. (5) Drug 1: C#CCC(CC1=CN=C2C(=N1)C(=NC(=N2)N)N)C3=CC=C(C=C3)C(=O)NC(CCC(=O)O)C(=O)O. Drug 2: C1=NC2=C(N1)C(=S)N=CN2. Cell line: KM12. Synergy scores: CSS=32.3, Synergy_ZIP=-9.40, Synergy_Bliss=-2.34, Synergy_Loewe=-2.00, Synergy_HSA=-2.56. (6) Drug 1: CC1=C(C(=O)C2=C(C1=O)N3CC4C(C3(C2COC(=O)N)OC)N4)N. Drug 2: C1C(C(OC1N2C=NC3=C2NC=NCC3O)CO)O. Cell line: OVCAR-5. Synergy scores: CSS=3.54, Synergy_ZIP=-0.457, Synergy_Bliss=1.03, Synergy_Loewe=3.08, Synergy_HSA=1.68. (7) Drug 1: C1CCC(C1)C(CC#N)N2C=C(C=N2)C3=C4C=CNC4=NC=N3. Drug 2: C1CCC(C(C1)N)N.C(=O)(C(=O)[O-])[O-].[Pt+4]. Cell line: HCT116. Synergy scores: CSS=21.4, Synergy_ZIP=-3.94, Synergy_Bliss=-1.16, Synergy_Loewe=-24.8, Synergy_HSA=-2.07. (8) Drug 1: C1=CN(C(=O)N=C1N)C2C(C(C(O2)CO)O)O.Cl. Drug 2: C1CN1C2=NC(=NC(=N2)N3CC3)N4CC4. Cell line: OVCAR-5. Synergy scores: CSS=39.8, Synergy_ZIP=-11.1, Synergy_Bliss=-6.12, Synergy_Loewe=-3.48, Synergy_HSA=-1.03. (9) Drug 1: CC1=CC=C(C=C1)C2=CC(=NN2C3=CC=C(C=C3)S(=O)(=O)N)C(F)(F)F. Drug 2: C(=O)(N)NO. Cell line: 786-0. Synergy scores: CSS=1.92, Synergy_ZIP=1.09, Synergy_Bliss=1.90, Synergy_Loewe=-0.307, Synergy_HSA=-0.319.